This data is from Peptide-MHC class I binding affinity with 185,985 pairs from IEDB/IMGT. The task is: Regression. Given a peptide amino acid sequence and an MHC pseudo amino acid sequence, predict their binding affinity value. This is MHC class I binding data. (1) The peptide sequence is FAAPQFSLW. The MHC is Mamu-A2201 with pseudo-sequence Mamu-A2201. The binding affinity (normalized) is 0.0300. (2) The peptide sequence is RQLALLASM. The MHC is H-2-Kb with pseudo-sequence H-2-Kb. The binding affinity (normalized) is 0.253. (3) The peptide sequence is GVVTRNGAY. The MHC is HLA-A26:01 with pseudo-sequence HLA-A26:01. The binding affinity (normalized) is 0.401. (4) The peptide sequence is RVVDLYIGR. The MHC is HLA-A01:01 with pseudo-sequence HLA-A01:01. The binding affinity (normalized) is 0.0847. (5) The peptide sequence is AILGVLATL. The MHC is HLA-B58:01 with pseudo-sequence HLA-B58:01. The binding affinity (normalized) is 0.0847. (6) The peptide sequence is QPKKAAAAL. The MHC is HLA-A02:01 with pseudo-sequence HLA-A02:01. The binding affinity (normalized) is 0.0847. (7) The peptide sequence is NPEIVIYQY. The MHC is HLA-B35:01 with pseudo-sequence HLA-B35:01. The binding affinity (normalized) is 1.00. (8) The peptide sequence is RRFKEGGRGGKY. The MHC is HLA-B27:02 with pseudo-sequence YHTEYREICAKTDENIAYLNYHDYTWAVLAYEWY. The binding affinity (normalized) is 0.182. (9) The peptide sequence is YNAKRIETV. The MHC is HLA-A24:03 with pseudo-sequence HLA-A24:03. The binding affinity (normalized) is 0.0847. (10) The binding affinity (normalized) is 0.118. The MHC is HLA-A32:01 with pseudo-sequence HLA-A32:01. The peptide sequence is FLRGRAYGI.